Dataset: Full USPTO retrosynthesis dataset with 1.9M reactions from patents (1976-2016). Task: Predict the reactants needed to synthesize the given product. (1) Given the product [CH:1]([C:4]1[CH:13]=[C:12]([O:14][CH3:15])[C:11]([C:16]2[N:17]=[CH:18][S:19][CH:20]=2)=[CH:10][C:5]=1[O:6][C:7]1[C:26]([NH2:27])=[N:30][C:32]([NH2:34])=[N:9][CH:8]=1)([CH3:3])[CH3:2], predict the reactants needed to synthesize it. The reactants are: [CH:1]([C:4]1[CH:13]=[C:12]([O:14][CH3:15])[C:11]([C:16]2[N:17]=[CH:18][S:19][CH:20]=2)=[CH:10][C:5]=1[O:6][CH2:7][C:8]#[N:9])([CH3:3])[CH3:2].CC(O[CH:26]([N:30]([CH3:32])C)[N:27](C)C)(C)C.Cl.[NH2:34]C1C=CC=CC=1.C(=O)(O)O.NC(N)=N. (2) Given the product [Cl:17][C:18]1[CH:23]=[CH:22][C:21]([C:24]2([CH3:50])[C:28]([C:30]3[CH:31]=[CH:32][C:33]([Cl:36])=[CH:34][CH:35]=3)([CH3:29])[NH:27][C:6]([C:5]3[CH:9]=[CH:10][C:11]([S:13]([CH3:16])(=[O:15])=[O:14])=[CH:12][C:4]=3[O:3][CH2:1][CH3:2])=[N:25]2)=[CH:20][CH:19]=1, predict the reactants needed to synthesize it. The reactants are: [CH2:1]([O:3][C:4]1[CH:12]=[C:11]([S:13]([CH3:16])(=[O:15])=[O:14])[CH:10]=[CH:9][C:5]=1[C:6](Cl)=O)[CH3:2].[Cl:17][C:18]1[CH:23]=[CH:22][C:21]([C:24]2([CH3:50])[C:28]([C:30]3[CH:35]=[CH:34][C:33]([Cl:36])=[CH:32][CH:31]=3)([CH3:29])[NH:27]C(C3C=CC(C(C)(C)C)=CC=3OCC)=[N:25]2)=[CH:20][CH:19]=1. (3) Given the product [ClH:30].[OH:1][C:2]1[CH:10]=[C:9]2[C:5]([CH2:6][CH2:7][C:8]2=[N:31][OH:32])=[CH:4][C:3]=1[C:12]1[N:13]=[N:14][C:15]([N:18]([CH3:29])[CH:19]2[CH2:20][C:21]([CH3:28])([CH3:27])[NH:22][C:23]([CH3:25])([CH3:26])[CH2:24]2)=[CH:16][CH:17]=1, predict the reactants needed to synthesize it. The reactants are: [OH:1][C:2]1[CH:10]=[C:9]2[C:5]([CH2:6][CH2:7][C:8]2=O)=[CH:4][C:3]=1[C:12]1[N:13]=[N:14][C:15]([N:18]([CH3:29])[CH:19]2[CH2:24][C:23]([CH3:26])([CH3:25])[NH:22][C:21]([CH3:28])([CH3:27])[CH2:20]2)=[CH:16][CH:17]=1.[ClH:30].[NH2:31][OH:32].N1C=CC=CC=1.CO. (4) Given the product [OH:15][C:14]1[C:13]2[C:8](=[CH:9][C:10]([O:16][C:17]3[CH:22]=[CH:21][CH:20]=[CH:19][CH:18]=3)=[CH:11][CH:12]=2)[CH:7]=[N:6][C:5]=1[C:3]([NH:23][CH2:24][C:25]([CH3:30])([CH3:29])[C:26]([OH:28])=[O:27])=[O:4], predict the reactants needed to synthesize it. The reactants are: CO[C:3]([C:5]1[N:6]=[CH:7][C:8]2[C:13]([C:14]=1[OH:15])=[CH:12][CH:11]=[C:10]([O:16][C:17]1[CH:22]=[CH:21][CH:20]=[CH:19][CH:18]=1)[CH:9]=2)=[O:4].[NH2:23][CH2:24][C:25]([CH3:30])([CH3:29])[C:26]([OH:28])=[O:27].CO.Cl. (5) Given the product [F:1][C:2]1[N:7]=[CH:6][C:5]([C:8](=[O:15])[CH:9]([CH2:30][C:26]2[CH:27]=[CH:28][CH:29]=[C:24]([O:23][C:19]([F:18])([F:32])[CH:20]([F:21])[F:22])[CH:25]=2)[C:10]([O:12][CH2:13][CH3:14])=[O:11])=[CH:4][CH:3]=1, predict the reactants needed to synthesize it. The reactants are: [F:1][C:2]1[N:7]=[CH:6][C:5]([C:8](=[O:15])[CH2:9][C:10]([O:12][CH2:13][CH3:14])=[O:11])=[CH:4][CH:3]=1.[H-].[Na+].[F:18][C:19]([F:32])([O:23][C:24]1[CH:25]=[C:26]([CH2:30]Br)[CH:27]=[CH:28][CH:29]=1)[CH:20]([F:22])[F:21].O. (6) Given the product [Cl:18][C:19]1[CH:20]=[C:21]([S:26]([N:6]([CH2:5][C:4]2[CH:12]=[CH:13][C:14]([O:16][CH3:17])=[CH:15][C:3]=2[O:2][CH3:1])[C:7]2[S:11][N:10]=[CH:9][N:8]=2)(=[O:27])=[O:28])[CH:22]=[CH:23][C:24]=1[F:25], predict the reactants needed to synthesize it. The reactants are: [CH3:1][O:2][C:3]1[CH:15]=[C:14]([O:16][CH3:17])[CH:13]=[CH:12][C:4]=1[CH2:5][NH:6][C:7]1[S:11][N:10]=[CH:9][N:8]=1.[Cl:18][C:19]1[CH:20]=[C:21]([S:26](Cl)(=[O:28])=[O:27])[CH:22]=[CH:23][C:24]=1[F:25]. (7) Given the product [C:37]([NH:1][C:2](=[O:35])[CH2:3][CH2:4][NH:5][CH2:13][C:14]1[CH:23]=[CH:22][C:21]2[C:16](=[CH:17][CH:18]=[C:19]([O:24][C@H:25]3[CH2:26][CH2:27][C@H:28]([C:31]([CH3:33])([CH3:32])[CH3:34])[CH2:29][CH2:30]3)[CH:20]=2)[CH:15]=1)(=[O:38])[CH3:36], predict the reactants needed to synthesize it. The reactants are: [NH2:1][C:2](=[O:35])[CH2:3][CH2:4][N:5]([CH2:13][C:14]1[CH:23]=[CH:22][C:21]2[C:16](=[CH:17][CH:18]=[C:19]([O:24][C@H:25]3[CH2:30][CH2:29][C@H:28]([C:31]([CH3:34])([CH3:33])[CH3:32])[CH2:27][CH2:26]3)[CH:20]=2)[CH:15]=1)C(=O)OC(C)(C)C.[CH3:36][C:37](OC(C)=O)=[O:38].